Dataset: Full USPTO retrosynthesis dataset with 1.9M reactions from patents (1976-2016). Task: Predict the reactants needed to synthesize the given product. (1) Given the product [CH2:9]([O:8][C:6]([NH:5][C@H:4]([C:3]([OH:18])=[O:2])[CH2:14][CH2:15][CH2:16][CH3:17])=[O:7])[CH2:10][CH2:11][CH:12]=[CH2:13], predict the reactants needed to synthesize it. The reactants are: C[O:2][C:3](=[O:18])[C@H:4]([CH2:14][CH2:15][CH2:16][CH3:17])[NH:5][C:6]([O:8][CH2:9][CH2:10][CH2:11][CH:12]=[CH2:13])=[O:7].[OH-].[Na+].CCOC(C)=O.Cl. (2) Given the product [Cl:1][C:2]1[CH:3]=[CH:4][C:5]([CH2:8][C:9]([NH:25][CH2:26][CH:27]([OH:29])[CH3:28])=[O:11])=[CH:6][CH:7]=1, predict the reactants needed to synthesize it. The reactants are: [Cl:1][C:2]1[CH:7]=[CH:6][C:5]([CH2:8][C:9]([OH:11])=O)=[CH:4][CH:3]=1.C1(B(O)O)C=CC=CC=1.B(O)(O)O.[NH2:25][CH2:26][CH:27]([OH:29])[CH3:28]. (3) Given the product [CH3:1][N:2]1[C:6]2=[CH:7][CH:8]=[C:9]3[C:14]([N:13]=[C:12]([C:27]4[CH:28]=[C:23]([OH:22])[CH:24]=[CH:25][CH:26]=4)[N:11]=[C:10]3[N:16]3[CH2:21][CH2:20][O:19][CH2:18][CH2:17]3)=[C:5]2[CH:4]=[CH:3]1, predict the reactants needed to synthesize it. The reactants are: [CH3:1][N:2]1[C:6]2=[CH:7][CH:8]=[C:9]3[C:14]([N:13]=[C:12](Cl)[N:11]=[C:10]3[N:16]3[CH2:21][CH2:20][O:19][CH2:18][CH2:17]3)=[C:5]2[CH:4]=[CH:3]1.[OH:22][C:23]1[CH:24]=[C:25](B(O)O)[CH:26]=[CH:27][CH:28]=1.C([O-])([O-])=O.[Na+].[Na+].